This data is from Full USPTO retrosynthesis dataset with 1.9M reactions from patents (1976-2016). The task is: Predict the reactants needed to synthesize the given product. (1) Given the product [NH2:3][C:8]1[C:17]2[N:18]=[C:19]([CH2:33][O:34][CH2:35][CH3:36])[N:20]([CH2:21][C:22]([NH:25][C:26](=[O:32])[CH2:27][CH2:28][C:29]([NH:63][NH:62][C:61]([O:60][C:56]([CH3:59])([CH3:58])[CH3:57])=[O:64])=[O:30])([CH3:24])[CH3:23])[C:16]=2[C:15]2[CH:14]=[CH:13][CH:12]=[CH:11][C:10]=2[N:9]=1, predict the reactants needed to synthesize it. The reactants are: O=C1CCC(=O)[N:3]1[C:8]1[C:17]2[N:18]=[C:19]([CH2:33][O:34][CH2:35][CH3:36])[N:20]([CH2:21][C:22]([NH:25][C:26](=[O:32])[CH2:27][CH2:28][C:29](O)=[O:30])([CH3:24])[CH3:23])[C:16]=2[C:15]2[CH:14]=[CH:13][CH:12]=[CH:11][C:10]=2[N:9]=1.C(N(CC)CC)C.Cl.CN(C)CCCN=C=NCC.[C:56]([O:60][C:61](=[O:64])[NH:62][NH2:63])([CH3:59])([CH3:58])[CH3:57].C(N)CN. (2) The reactants are: [C:1](Cl)(=[O:5])[CH:2]([CH3:4])[CH3:3].Cl.[NH2:8][CH2:9][CH2:10][N:11]1[C:19]2[C:18]([CH3:20])=[C:17]([CH3:21])[N:16]=[C:15]([NH2:22])[C:14]=2[N:13]=[C:12]1[CH3:23].C(N(CC)CC)C. Given the product [NH2:22][C:15]1[C:14]2[N:13]=[C:12]([CH3:23])[N:11]([CH2:10][CH2:9][NH:8][C:1](=[O:5])[CH:2]([CH3:4])[CH3:3])[C:19]=2[C:18]([CH3:20])=[C:17]([CH3:21])[N:16]=1, predict the reactants needed to synthesize it. (3) Given the product [CH:11]12[CH:12]3[CH:10]1[CH:9]1[CH:1]4[CH:13]3[CH:2]4[CH:3]2[CH:4]2[CH:8]1[C:7](=[O:14])[O:6][C:5]2=[O:15], predict the reactants needed to synthesize it. The reactants are: [CH:1]12[CH:13]3[CH:10]4[CH:11]5[CH:12]3[CH:2]1[CH:3]5[CH:4]1[CH:8]([CH:9]24)[C:7](=[O:14])[O:6][C:5]1=[O:15]. (4) Given the product [O:22]=[S:17]1(=[O:21])[CH2:18][CH2:19][CH2:20][N:16]1[C:14]1[CH:13]=[CH:12][C:11]([C:23]([N:25]2[CH2:30][CH2:29][N:28]([C:31]3[C:36]([CH3:37])=[CH:35][C:34]([CH2:38][CH3:39])=[CH:33][N:32]=3)[CH2:27][CH2:26]2)=[O:24])=[C:10]([C:9]([N:8]2[CH2:49][CH2:50][O:51][CH2:52][CH2:6]2)=[O:40])[CH:15]=1, predict the reactants needed to synthesize it. The reactants are: C(O[C:6]([N:8](C(OC(C)(C)C)=O)[C:9](=[O:40])[C:10]1[CH:15]=[C:14]([N:16]2[CH2:20][CH2:19][CH2:18][S:17]2(=[O:22])=[O:21])[CH:13]=[CH:12][C:11]=1[C:23]([N:25]1[CH2:30][CH2:29][N:28]([C:31]2[C:36]([CH3:37])=[CH:35][C:34]([CH2:38][CH3:39])=[CH:33][N:32]=2)[CH2:27][CH2:26]1)=[O:24])=O)(C)(C)C.N1C[CH2:52][O:51][CH2:50][CH2:49]1. (5) Given the product [NH2:2][CH2:1][C:3]1([S:16][C:17]2[CH:18]=[CH:19][CH:20]=[CH:21][CH:22]=2)[CH2:8][CH2:7][N:6]([C:9]([O:11][C:12]([CH3:15])([CH3:14])[CH3:13])=[O:10])[CH2:5][CH2:4]1, predict the reactants needed to synthesize it. The reactants are: [C:1]([C:3]1([S:16][C:17]2[CH:22]=[CH:21][CH:20]=[CH:19][CH:18]=2)[CH2:8][CH2:7][N:6]([C:9]([O:11][C:12]([CH3:15])([CH3:14])[CH3:13])=[O:10])[CH2:5][CH2:4]1)#[N:2].[H-].[H-].[H-].[H-].[Li+].[Al+3].